This data is from Reaction yield outcomes from USPTO patents with 853,638 reactions. The task is: Predict the reaction yield, written as a fraction of the theoretical maximum amount of product (1.0 means a 100% yield; for example, 0.34 means a 34% yield). (1) The reactants are [Cl:1][C:2]1[CH:3]=[C:4]([CH2:11][C:12]([O:14][CH3:15])=[O:13])[CH:5]=[CH:6][C:7]=1[N+:8]([O-])=O.C(O[Na])(C)=O.O.O.O.CC(O)=O. The catalyst is CO.O. The product is [NH2:8][C:7]1[CH:6]=[CH:5][C:4]([CH2:11][C:12]([O:14][CH3:15])=[O:13])=[CH:3][C:2]=1[Cl:1]. The yield is 0.480. (2) The reactants are [N+:1]([C:4]1[CH:17]=[CH:16][C:15]([O:18][CH2:19][O:20][CH2:21][CH2:22][Si:23]([CH3:26])([CH3:25])[CH3:24])=[CH:14][C:5]=1[NH:6][CH2:7][CH2:8][C:9]1[S:10][CH:11]=[CH:12][CH:13]=1)([O-])=O.O.NN.C(O)C. The catalyst is [Ru].O. The product is [S:10]1[CH:11]=[CH:12][CH:13]=[C:9]1[CH2:8][CH2:7][NH:6][C:5]1[C:4]([NH2:1])=[CH:17][CH:16]=[C:15]([O:18][CH2:19][O:20][CH2:21][CH2:22][Si:23]([CH3:26])([CH3:25])[CH3:24])[CH:14]=1. The yield is 0.980. (3) The reactants are [C:1]([O:5][C:6]([NH:8][C@H:9]1[CH2:23][CH2:22][CH2:21][O:20][CH2:19][CH:18]=[CH:17][C@@H:16]2[CH2:24][C@@:15]2([C:25](O)=[O:26])[NH:14][C:13](=[O:28])[C@@H:12]2[CH2:29][C@@H:30]([O:32][C:33]([N:35]3[CH2:43][C:42]4[C:37](=[CH:38][CH:39]=[CH:40][C:41]=4[F:44])[CH2:36]3)=[O:34])[CH2:31][N:11]2[C:10]1=[O:45])=[O:7])([CH3:4])([CH3:3])[CH3:2].N1(C(N2C=CN=C2)=O)C=CN=C1.[CH:58]1([S:61]([NH2:64])(=[O:63])=[O:62])[CH2:60][CH2:59]1.C1CCN2C(=NCCC2)CC1.S([O-])(O)(=O)=O.[K+]. The catalyst is C1(C)C=CC=CC=1.O. The product is [F:44][C:41]1[CH:40]=[CH:39][CH:38]=[C:37]2[C:42]=1[CH2:43][N:35]([C:33]([O:32][C@H:30]1[CH2:31][N:11]3[C@H:12]([C:13](=[O:28])[NH:14][C@:15]4([C:25](=[O:26])[NH:64][S:61]([CH:58]5[CH2:60][CH2:59]5)(=[O:63])=[O:62])[CH2:24][C@H:16]4[CH:17]=[CH:18][CH2:19][O:20][CH2:21][CH2:22][CH2:23][C@H:9]([NH:8][C:6]([O:5][C:1]([CH3:3])([CH3:4])[CH3:2])=[O:7])[C:10]3=[O:45])[CH2:29]1)=[O:34])[CH2:36]2. The yield is 0.550. (4) The reactants are [CH2:1]([O:8][C:9]1[CH:24]=[CH:23][CH:22]=[CH:21][C:10]=1[O:11][CH2:12][CH2:13][O:14]C1CCCCO1)[C:2]1[CH:7]=[CH:6][CH:5]=[CH:4][CH:3]=1.Cl.O. The catalyst is O1CCCC1.CO. The product is [CH2:1]([O:8][C:9]1[CH:24]=[CH:23][CH:22]=[CH:21][C:10]=1[O:11][CH2:12][CH2:13][OH:14])[C:2]1[CH:3]=[CH:4][CH:5]=[CH:6][CH:7]=1. The yield is 0.840. (5) The reactants are [NH2:1][C:2](=[O:42])[CH2:3][C:4]1[CH:9]=[CH:8][CH:7]=[CH:6][C:5]=1[C:10]#[C:11][C:12]1[C:17]([C:18]([F:21])([F:20])[F:19])=[CH:16][N:15]=[C:14]([NH:22][C:23]2[CH:28]=[CH:27][C:26]([CH:29]3[CH2:34][CH2:33][CH2:32][CH2:31][N:30]3[C:35]([O:37][C:38]([CH3:41])([CH3:40])[CH3:39])=[O:36])=[CH:25][CH:24]=2)[N:13]=1.[H][H]. The catalyst is CN(C=O)C.[OH-].[OH-].[Pd+2].CCOC(C)=O. The product is [NH2:1][C:2](=[O:42])[CH2:3][C:4]1[CH:9]=[CH:8][CH:7]=[CH:6][C:5]=1[CH2:10][CH2:11][C:12]1[C:17]([C:18]([F:21])([F:20])[F:19])=[CH:16][N:15]=[C:14]([NH:22][C:23]2[CH:24]=[CH:25][C:26]([CH:29]3[CH2:34][CH2:33][CH2:32][CH2:31][N:30]3[C:35]([O:37][C:38]([CH3:39])([CH3:40])[CH3:41])=[O:36])=[CH:27][CH:28]=2)[N:13]=1. The yield is 0.740. (6) The reactants are [CH2:1]([O:11][C:12]1[CH:13]=[C:14]([C:29]2[CH:34]=[CH:33][C:32]([O:35][CH2:36][CH2:37][CH2:38][CH2:39][CH2:40][CH2:41][CH2:42][CH2:43][CH2:44][CH3:45])=[C:31]([O:46][CH2:47][CH2:48][CH2:49][CH2:50][CH2:51][CH2:52][CH2:53][CH2:54][CH2:55][CH3:56])[CH:30]=2)[CH:15]=[CH:16][C:17]=1[O:18][CH2:19][CH2:20][CH2:21][CH2:22][CH2:23][CH2:24][CH2:25][CH2:26][CH2:27][CH3:28])[CH2:2][CH2:3][CH2:4][CH2:5][CH2:6][CH2:7][CH2:8][CH2:9][CH3:10].[CH3:57][O:58][C:59]1[CH:64]=[CH:63][C:62]([O:65][CH3:66])=[CH:61][CH:60]=1. The catalyst is C(Cl)Cl. The product is [CH3:57][O:58][C:59]1[C:64]2[C:34]3[C:29](=[CH:30][C:31]([O:46][CH2:47][CH2:48][CH2:49][CH2:50][CH2:51][CH2:52][CH2:53][CH2:54][CH2:55][CH3:56])=[C:32]([O:35][CH2:36][CH2:37][CH2:38][CH2:39][CH2:40][CH2:41][CH2:42][CH2:43][CH2:44][CH3:45])[CH:33]=3)[C:14]3[C:15](=[CH:16][C:17]([O:18][CH2:19][CH2:20][CH2:21][CH2:22][CH2:23][CH2:24][CH2:25][CH2:26][CH2:27][CH3:28])=[C:12]([O:11][CH2:1][CH2:2][CH2:3][CH2:4][CH2:5][CH2:6][CH2:7][CH2:8][CH2:9][CH3:10])[CH:13]=3)[C:63]=2[C:62]([O:65][CH3:66])=[CH:61][CH:60]=1. The yield is 0.840. (7) The product is [Br:1][C:2]1[C:3]([C:19]([F:22])([F:20])[F:21])=[N:4][N:5]([CH3:18])[C:6]=1[C:7]1[CH:12]=[C:11]([NH2:13])[CH:10]=[CH:9][C:8]=1[O:16][CH3:17]. The reactants are [Br:1][C:2]1[C:3]([C:19]([F:22])([F:21])[F:20])=[N:4][N:5]([CH3:18])[C:6]=1[C:7]1[CH:12]=[C:11]([N+:13]([O-])=O)[CH:10]=[CH:9][C:8]=1[O:16][CH3:17]. The catalyst is CCO. The yield is 0.990.